Dataset: Forward reaction prediction with 1.9M reactions from USPTO patents (1976-2016). Task: Predict the product of the given reaction. (1) Given the reactants [Br:1][C:2]1[C:12]([CH3:13])=[CH:11][C:5]([C:6]([O:8][CH2:9][CH3:10])=[O:7])=[CH:4][C:3]=1[OH:14].Br[CH2:16][CH2:17][CH2:18][C:19]([F:22])([F:21])[F:20].C(=O)([O-])[O-].[K+].[K+].CCOC(C)=O, predict the reaction product. The product is: [Br:1][C:2]1[C:3]([O:14][CH2:16][CH2:17][CH2:18][C:19]([F:22])([F:21])[F:20])=[CH:4][C:5]([C:6]([O:8][CH2:9][CH3:10])=[O:7])=[CH:11][C:12]=1[CH3:13]. (2) Given the reactants C([O:5][C:6](=[O:24])[NH:7][C:8]1([C:12](=[O:23])[NH:13][C:14]2([C:17]3[CH:22]=[CH:21][CH:20]=[CH:19][N:18]=3)[CH2:16][CH2:15]2)[CH2:11][O:10][CH2:9]1)(C)(C)C.C(O)(C(F)(F)F)=O, predict the reaction product. The product is: [CH:6]([OH:24])=[O:5].[N:18]1[CH:19]=[CH:20][CH:21]=[CH:22][C:17]=1[C:14]1([NH:13][C:12]([C:8]2([NH2:7])[CH2:11][O:10][CH2:9]2)=[O:23])[CH2:16][CH2:15]1. (3) Given the reactants [CH3:1][C:2]1[C:3]([OH:16])=[CH:4][C:5]2[C:6]([CH3:15])([CH3:14])[CH2:7][CH2:8][C:9]([CH3:13])([CH3:12])[C:10]=2[CH:11]=1.[Br:17]Br.O, predict the reaction product. The product is: [Br:17][C:4]1[C:5]2[C:6]([CH3:15])([CH3:14])[CH2:7][CH2:8][C:9]([CH3:12])([CH3:13])[C:10]=2[CH:11]=[C:2]([CH3:1])[C:3]=1[OH:16]. (4) The product is: [Cl:1][C:2]1[CH:3]=[C:4]([CH:5]=[CH:6][CH:7]=1)[CH2:8][NH:9][CH:14]([C:15]1[CH:20]=[CH:19][CH:18]=[CH:17][CH:16]=1)[CH2:13][NH2:10]. Given the reactants [Cl:1][C:2]1[CH:3]=[C:4]([CH2:8][NH2:9])[CH:5]=[CH:6][CH:7]=1.[N+:10](/[CH:13]=[CH:14]/[C:15]1[CH:20]=[CH:19][CH:18]=[CH:17][CH:16]=1)([O-])=O.C(O)(=O)C, predict the reaction product. (5) The product is: [N+:1]([C:4]1[CH:20]=[CH:19][CH:18]=[CH:17][C:5]=1[O:6][CH2:7][CH2:8][O:9][CH2:10][CH2:11][NH:24][CH2:23][CH2:21][OH:22])([O-:3])=[O:2]. Given the reactants [N+:1]([C:4]1[CH:20]=[CH:19][CH:18]=[CH:17][C:5]=1[O:6][CH2:7][CH2:8][O:9][CH2:10][CH2:11]OS(C)(=O)=O)([O-:3])=[O:2].[CH2:21]([CH2:23][NH2:24])[OH:22], predict the reaction product. (6) Given the reactants [BH4-].[Na+].[CH2:3]([N:5]1[C:13]2[CH:12]=[CH:11][CH:10]=[C:9]([CH:14]=[O:15])[C:8]=2[CH:7]=[CH:6]1)[CH3:4], predict the reaction product. The product is: [CH2:3]([N:5]1[C:13]2[C:8](=[C:9]([CH2:14][OH:15])[CH:10]=[CH:11][CH:12]=2)[CH:7]=[CH:6]1)[CH3:4]. (7) Given the reactants [C:1]([O:5][C:6]([NH:8][C@@H:9]([CH2:14][C:15]1[S:16][CH:17]=[C:18]([P:20]([O:25][CH2:26][CH3:27])([O:22][CH2:23][CH3:24])=[O:21])[CH:19]=1)[C:10]([O:12]C)=[O:11])=[O:7])([CH3:4])([CH3:3])[CH3:2].O.[Li+].[OH-], predict the reaction product. The product is: [C:1]([O:5][C:6]([NH:8][C@@H:9]([CH2:14][C:15]1[S:16][CH:17]=[C:18]([P:20]([O:22][CH2:23][CH3:24])([O:25][CH2:26][CH3:27])=[O:21])[CH:19]=1)[C:10]([OH:12])=[O:11])=[O:7])([CH3:4])([CH3:2])[CH3:3]. (8) The product is: [CH2:1]([O:4][C:5]1([CH3:38])[CH2:10][CH2:9][N:8]([C:11]2[N:16]3[N:17]=[C:18]([C:20]4[CH:21]=[C:22]([C:43]5[CH:44]=[CH:45][C:40]([F:39])=[CH:41][C:42]=5[OH:49])[CH:23]=[CH:24][CH:25]=4)[CH:19]=[C:15]3[N:14]=[C:13]([CH3:27])[C:12]=2[C@H:28]([O:33][C:34]([CH3:37])([CH3:36])[CH3:35])[C:29]([O:31][CH3:32])=[O:30])[CH2:7][CH2:6]1)[CH:2]=[CH2:3]. Given the reactants [CH2:1]([O:4][C:5]1([CH3:38])[CH2:10][CH2:9][N:8]([C:11]2[N:16]3[N:17]=[C:18]([C:20]4[CH:25]=[CH:24][CH:23]=[C:22](Br)[CH:21]=4)[CH:19]=[C:15]3[N:14]=[C:13]([CH3:27])[C:12]=2[C@H:28]([O:33][C:34]([CH3:37])([CH3:36])[CH3:35])[C:29]([O:31][CH3:32])=[O:30])[CH2:7][CH2:6]1)[CH:2]=[CH2:3].[F:39][C:40]1[CH:45]=[CH:44][C:43](B(O)O)=[C:42]([OH:49])[CH:41]=1, predict the reaction product. (9) Given the reactants [C:1]([O-:6])(=[O:5])[C:2]([CH3:4])=[CH2:3].[Na+].C([O-])(=O)C=C.C1(C=CC(O)=CC=1)O.Cl[CH2:22][Si:23]([O:28][CH3:29])([O:26][CH3:27])[O:24][CH3:25].C([O-])(=O)C.[Na+], predict the reaction product. The product is: [C:1]([O:6][CH2:22][Si:23]([O:28][CH3:29])([O:26][CH3:27])[O:24][CH3:25])(=[O:5])[C:2]([CH3:4])=[CH2:3]. (10) The product is: [Na+:2].[Na+:2].[Cl:3][C:4]1[CH:5]=[CH:6][C:7]([OH:22])=[C:8]([C:10]2[O:14][N:13]=[C:12]([CH2:15][CH2:16][CH2:17][CH2:18][C:19]([O-:21])=[O:20])[CH:11]=2)[CH:9]=1.[Cl:3][C:4]1[CH:5]=[CH:6][C:7]([OH:22])=[C:8]([C:10]2[O:14][N:13]=[C:12]([CH2:15][CH2:16][CH2:17][CH2:18][C:19]([O-:21])=[O:20])[CH:11]=2)[CH:9]=1. Given the reactants [OH-].[Na+:2].[Cl:3][C:4]1[CH:5]=[CH:6][C:7]([OH:22])=[C:8]([C:10]2[O:14][N:13]=[C:12]([CH2:15][CH2:16][CH2:17][CH2:18][C:19]([OH:21])=[O:20])[CH:11]=2)[CH:9]=1, predict the reaction product.